From a dataset of Peptide-MHC class I binding affinity with 185,985 pairs from IEDB/IMGT. Regression. Given a peptide amino acid sequence and an MHC pseudo amino acid sequence, predict their binding affinity value. This is MHC class I binding data. (1) The peptide sequence is IVKQGRDAL. The MHC is HLA-A11:01 with pseudo-sequence HLA-A11:01. The binding affinity (normalized) is 0.0847. (2) The peptide sequence is NISLPLYTV. The MHC is HLA-A02:01 with pseudo-sequence HLA-A02:01. The binding affinity (normalized) is 0.643. (3) The peptide sequence is YDRLASTVI. The MHC is HLA-B18:01 with pseudo-sequence HLA-B18:01. The binding affinity (normalized) is 0.0847. (4) The peptide sequence is SQEDNHFSL. The MHC is HLA-A03:01 with pseudo-sequence HLA-A03:01. The binding affinity (normalized) is 0.0847. (5) The peptide sequence is GFKLRSAVM. The MHC is HLA-B57:01 with pseudo-sequence HLA-B57:01. The binding affinity (normalized) is 0.0847. (6) The peptide sequence is IELDGIATL. The MHC is BoLA-HD6 with pseudo-sequence BoLA-HD6. The binding affinity (normalized) is 0.0641. (7) The peptide sequence is IPRQWHPFA. The MHC is HLA-A69:01 with pseudo-sequence HLA-A69:01. The binding affinity (normalized) is 0.0847.